Dataset: Full USPTO retrosynthesis dataset with 1.9M reactions from patents (1976-2016). Task: Predict the reactants needed to synthesize the given product. (1) Given the product [NH2:33][C:28]1[CH:29]=[CH:30][CH:31]=[CH:32][C:27]=1[O:26][C:3]1[C:2]([Cl:1])=[CH:7][N:6]=[C:5]([NH:8][C:9]2[CH:14]=[CH:13][C:12]([N:15]3[CH2:20][CH2:19][N:18]([C:21](=[O:23])[CH3:22])[CH2:17][CH2:16]3)=[CH:11][C:10]=2[O:24][CH3:25])[N:4]=1, predict the reactants needed to synthesize it. The reactants are: [Cl:1][C:2]1[C:3]([O:26][C:27]2[CH:32]=[CH:31][CH:30]=[CH:29][C:28]=2[N+:33]([O-])=O)=[N:4][C:5]([NH:8][C:9]2[CH:14]=[CH:13][C:12]([N:15]3[CH2:20][CH2:19][N:18]([C:21](=[O:23])[CH3:22])[CH2:17][CH2:16]3)=[CH:11][C:10]=2[O:24][CH3:25])=[N:6][CH:7]=1.O.[Cl-].[NH4+].CO. (2) The reactants are: [CH3:1][C:2]([CH3:24])([CH3:23])[CH2:3][N:4]1[C:12]2[C:7](=[N:8][C:9]([C@@H:13]3[CH2:15][C@H:14]3[C:16](OCC)=[O:17])=[CH:10][CH:11]=2)[N:6]([CH3:21])[C:5]1=[O:22].CC(C[AlH]CC(C)C)C. Given the product [CH3:1][C:2]([CH3:24])([CH3:23])[CH2:3][N:4]1[C:12]2[C:7](=[N:8][C:9]([C@@H:13]3[CH2:15][C@H:14]3[CH2:16][OH:17])=[CH:10][CH:11]=2)[N:6]([CH3:21])[C:5]1=[O:22], predict the reactants needed to synthesize it. (3) Given the product [Ag:1].[C:2]([OH:14])(=[O:13])[CH2:3][C:4]([CH2:9][C:10]([OH:12])=[O:11])([C:6]([O-:8])=[O:7])[OH:5].[Ag+:1], predict the reactants needed to synthesize it. The reactants are: [Ag:1].[C:2]([OH:14])(=[O:13])[CH2:3][C:4]([CH2:9][C:10]([OH:12])=[O:11])([C:6]([OH:8])=[O:7])[OH:5]. (4) Given the product [CH2:14]([C:5]1([C:3]([OH:4])=[O:2])[CH2:6][CH2:7][CH:8]([CH:11]([CH3:13])[CH3:12])[CH2:9][CH2:10]1)[CH3:15], predict the reactants needed to synthesize it. The reactants are: C[O:2][C:3]([C:5]1([CH2:14][CH3:15])[CH2:10][CH2:9][CH:8]([CH:11]([CH3:13])[CH3:12])[CH2:7][CH2:6]1)=[O:4].[OH-].[K+]. (5) Given the product [NH2:1][C:2]1[CH:3]=[C:4]([C:5]([N:7]2[CH2:12][CH2:11][CH:10]([C:13]3[CH:20]=[CH:19][C:16]([Cl:37])=[CH:15][CH:14]=3)[CH2:9][CH2:8]2)=[O:6])[CH:21]=[CH:22][C:23]=1[CH3:24], predict the reactants needed to synthesize it. The reactants are: [NH2:1][C:2]1[CH:3]=[C:4]([CH:21]=[CH:22][C:23]=1[CH3:24])[C:5]([N:7]1[CH2:12][CH2:11][CH:10]([C:13]2[CH:20]=[CH:19][C:16](C#N)=[CH:15][CH:14]=2)[CH2:9][CH2:8]1)=[O:6].NC1C=C(C=CC=1C)C(O)=O.Cl.[Cl:37]C1C=CC(C2CCNCC2)=CC=1. (6) Given the product [O:12]=[C:8]1[N:7]([C:4]2[CH:3]=[CH:2][N:1]=[CH:6][CH:5]=2)[CH2:11][CH2:10][N:9]1[C:14]([Cl:13])=[O:16], predict the reactants needed to synthesize it. The reactants are: [N:1]1[CH:6]=[CH:5][C:4]([N:7]2[CH2:11][CH2:10][NH:9][C:8]2=[O:12])=[CH:3][CH:2]=1.[Cl:13][C:14](Cl)([O:16]C(=O)OC(Cl)(Cl)Cl)Cl. (7) Given the product [CH2:1]([O:8][CH:9]1[C:13](=[O:14])[CH2:12][N:11]([C:15]([O:17][C:18]([CH3:21])([CH3:20])[CH3:19])=[O:16])[CH2:10]1)[C:2]1[CH:3]=[CH:4][CH:5]=[CH:6][CH:7]=1, predict the reactants needed to synthesize it. The reactants are: [CH2:1]([O:8][CH:9]1[CH:13]([OH:14])[CH2:12][N:11]([C:15]([O:17][C:18]([CH3:21])([CH3:20])[CH3:19])=[O:16])[CH2:10]1)[C:2]1[CH:7]=[CH:6][CH:5]=[CH:4][CH:3]=1.CC(OI1(OC(C)=O)(OC(C)=O)OC(=O)C2C1=CC=CC=2)=O.S(=O)(O)[O-].[Na+]. (8) Given the product [CH2:1]([C:5]1([O:30][CH3:31])[CH2:6][CH2:7][N:8]([C:11]2[CH:16]=[CH:15][C:14]([C:17]3[S:21][C:20]([C:22]4[CH:23]=[CH:24][C:25]([CH:28]=[O:29])=[CH:26][CH:27]=4)=[N:19][N:18]=3)=[CH:13][CH:12]=2)[CH2:9][CH2:10]1)[CH2:2][CH2:3][CH3:4], predict the reactants needed to synthesize it. The reactants are: [CH2:1]([C:5]1([O:30][CH3:31])[CH2:10][CH2:9][N:8]([C:11]2[CH:16]=[CH:15][C:14]([C:17]3[S:21][C:20]([C:22]4[CH:27]=[CH:26][C:25]([CH2:28][OH:29])=[CH:24][CH:23]=4)=[N:19][N:18]=3)=[CH:13][CH:12]=2)[CH2:7][CH2:6]1)[CH2:2][CH2:3][CH3:4]. (9) Given the product [F:9][C:10]1[CH:15]=[CH:14][C:13]([N:16]2[CH2:17][C:18]3[C:19](=[N:20][C:21]([S:24][CH3:25])=[N:22][CH:23]=3)[N:26]([CH3:27])[C:4]2=[O:3])=[CH:12][C:11]=1[N+:28]([O-:30])=[O:29], predict the reactants needed to synthesize it. The reactants are: O=C(Cl)[O:3][C:4](Cl)(Cl)Cl.[F:9][C:10]1[CH:15]=[CH:14][C:13]([NH:16][CH2:17][C:18]2[C:19]([NH:26][CH3:27])=[N:20][C:21]([S:24][CH3:25])=[N:22][CH:23]=2)=[CH:12][C:11]=1[N+:28]([O-:30])=[O:29].CCN(CC)CC. (10) Given the product [Cl:1][C:2]1[CH:10]=[C:9]2[C:5]([C:6]([C:11]([C:13]3[C:14]([NH:26][CH2:25][C:24]4[CH:27]=[CH:28][C:21]([F:20])=[CH:22][CH:23]=4)=[N:15][CH:16]=[CH:17][N:18]=3)=[O:12])=[CH:7][NH:8]2)=[CH:4][CH:3]=1, predict the reactants needed to synthesize it. The reactants are: [Cl:1][C:2]1[CH:10]=[C:9]2[C:5]([C:6]([C:11]([C:13]3[C:14](Cl)=[N:15][CH:16]=[CH:17][N:18]=3)=[O:12])=[CH:7][NH:8]2)=[CH:4][CH:3]=1.[F:20][C:21]1[CH:28]=[CH:27][C:24]([CH2:25][NH2:26])=[CH:23][CH:22]=1.CO.C(Cl)Cl.